From a dataset of Forward reaction prediction with 1.9M reactions from USPTO patents (1976-2016). Predict the product of the given reaction. (1) The product is: [N:1]([CH2:4][CH2:5][C@H:6]([NH:11][C:12](=[O:34])[CH2:13][CH2:14][CH2:15][CH2:16][CH2:17][CH2:18][CH2:19][CH2:20][CH2:21][CH2:22][CH2:23][CH2:24][CH2:25][CH2:26][C:27]([O:29][C:30]([CH3:32])([CH3:31])[CH3:33])=[O:28])[C:7]([OH:9])=[O:8])=[N+:2]=[N-:3]. Given the reactants [N:1]([CH2:4][CH2:5][C@H:6]([NH:11][C:12](=[O:34])[CH2:13][CH2:14][CH2:15][CH2:16][CH2:17][CH2:18][CH2:19][CH2:20][CH2:21][CH2:22][CH2:23][CH2:24][CH2:25][CH2:26][C:27]([O:29][C:30]([CH3:33])([CH3:32])[CH3:31])=[O:28])[C:7]([O:9]C)=[O:8])=[N+:2]=[N-:3].[Li+].[OH-].O, predict the reaction product. (2) Given the reactants Cl.[CH:2]([CH:15]1[CH2:20][CH2:19][NH:18][CH2:17][CH2:16]1)([C:9]1[CH:14]=[CH:13][CH:12]=[CH:11][CH:10]=1)[C:3]1[CH:8]=[CH:7][CH:6]=[CH:5][CH:4]=1.[F:21][C:22]1[CH:23]=[C:24]([N+:29]([O-:31])=[O:30])[CH:25]=[CH:26][C:27]=1F, predict the reaction product. The product is: [CH:2]([CH:15]1[CH2:20][CH2:19][N:18]([C:27]2[CH:26]=[CH:25][C:24]([N+:29]([O-:31])=[O:30])=[CH:23][C:22]=2[F:21])[CH2:17][CH2:16]1)([C:9]1[CH:10]=[CH:11][CH:12]=[CH:13][CH:14]=1)[C:3]1[CH:4]=[CH:5][CH:6]=[CH:7][CH:8]=1. (3) Given the reactants C(O)(=O)C.[NH2:5][C:6]1[CH:7]=[CH:8][C:9]([Cl:21])=[C:10]([NH:12][C:13]2[CH2:18][CH2:17][CH2:16][C:15](=[O:19])[C:14]=2[CH3:20])[CH:11]=1.[CH3:22][C:23]1[CH:30]=[CH:29][CH:28]=[CH:27][C:24]=1[CH:25]=O.B.CC1C=CC=CN=1, predict the reaction product. The product is: [Cl:21][C:9]1[CH:8]=[CH:7][C:6]([NH:5][CH2:22][C:23]2[CH:30]=[CH:29][CH:28]=[CH:27][C:24]=2[CH3:25])=[CH:11][C:10]=1[NH:12][C:13]1[CH2:18][CH2:17][CH2:16][C:15](=[O:19])[C:14]=1[CH3:20]. (4) Given the reactants [CH3:1][O:2][C:3]1[CH:21]=[C:20]([O:22][CH2:23][C:24]2[N:25]=[C:26]([C:29]3([NH2:35])[CH2:34][CH2:33][O:32][CH2:31][CH2:30]3)[S:27][CH:28]=2)[C:6]2[CH:7]=[C:8]([C:10]3[N:11]=[C:12]4[N:16]([CH:17]=3)[N:15]=[C:14]([O:18][CH3:19])[S:13]4)[O:9][C:5]=2[CH:4]=1.[C:36]([O:40][C:41]([NH:43][CH2:44][C:45](O)=[O:46])=[O:42])([CH3:39])([CH3:38])[CH3:37].CCN(C(C)C)C(C)C.CN(C(ON1N=NC2C=CC=NC1=2)=[N+](C)C)C.F[P-](F)(F)(F)(F)F, predict the reaction product. The product is: [NH4+:11].[OH-:2].[CH3:36][OH:40].[CH3:1][O:2][C:3]1[CH:21]=[C:20]([O:22][CH2:23][C:24]2[N:25]=[C:26]([C:29]3([NH:35][C:45](=[O:46])[CH2:44][NH:43][C:41](=[O:42])[O:40][C:36]([CH3:37])([CH3:38])[CH3:39])[CH2:30][CH2:31][O:32][CH2:33][CH2:34]3)[S:27][CH:28]=2)[C:6]2[CH:7]=[C:8]([C:10]3[N:11]=[C:12]4[N:16]([CH:17]=3)[N:15]=[C:14]([O:18][CH3:19])[S:13]4)[O:9][C:5]=2[CH:4]=1.